This data is from Catalyst prediction with 721,799 reactions and 888 catalyst types from USPTO. The task is: Predict which catalyst facilitates the given reaction. (1) Reactant: [CH3:1][C:2]1[S:3][C:4]([C:7]([OH:9])=[O:8])=[CH:5][N:6]=1.[CH2:10]([Li])CCC.[CH2:15]([C:19]1[C:23]([CH2:24]Cl)=[C:22]([CH3:26])[O:21][N:20]=1)[CH2:16][CH2:17][CH3:18]. Product: [CH3:10][O:8][C:7]([C:4]1[S:3][C:2]([CH2:1][CH2:24][C:23]2[C:19]([CH2:15][CH2:16][CH2:17][CH3:18])=[N:20][O:21][C:22]=2[CH3:26])=[N:6][CH:5]=1)=[O:9]. The catalyst class is: 134. (2) Reactant: C([Si]([O:8][C:9]1[CH:14]=[CH:13][C:12]([Cl:15])=[CH:11][C:10]=1[Cl:16])(C)C)(C)(C)C.C([Li])CCC.CN(C)[CH:24]=[O:25].Cl. Product: [Cl:16][C:10]1[C:9]([OH:8])=[CH:14][CH:13]=[C:12]([Cl:15])[C:11]=1[CH:24]=[O:25]. The catalyst class is: 30.